From a dataset of Forward reaction prediction with 1.9M reactions from USPTO patents (1976-2016). Predict the product of the given reaction. (1) The product is: [OH:21][C:5]1[N:6]=[CH:7][C:8]([C:25]2[C:26]([C:45]3[CH:50]=[CH:49][CH:48]=[C:47]([C:51]([F:54])([F:53])[F:52])[CH:46]=3)=[CH:27][C:28]([CH3:44])=[C:29]([C:31]([N:33]3[CH2:38][CH2:37][CH:36]([N:39]4[CH2:40][CH2:41][CH2:42][CH2:43]4)[CH2:35][CH2:34]3)=[O:32])[N:30]=2)=[CH:9][CH:4]=1. Given the reactants COC(=O)[C:4]1[C:9](C)=[CH:8][C:7](C2C=CC=C(C(F)(F)F)C=2)=[N:6][C:5]=1[O:21]C.Cl[C:25]1[N:30]=[C:29]([C:31]([N:33]2[CH2:38][CH2:37][CH:36]([N:39]3[CH2:43][CH2:42][CH2:41][CH2:40]3)[CH2:35][CH2:34]2)=[O:32])[C:28]([CH3:44])=[CH:27][C:26]=1[C:45]1[CH:50]=[CH:49][CH:48]=[C:47]([C:51]([F:54])([F:53])[F:52])[CH:46]=1.CC1(C)C(C)(C)OB(C2C=CC(O)=NC=2)O1, predict the reaction product. (2) Given the reactants [C:1]([O:5][C:6](=[O:27])[NH:7][CH2:8][C:9]1[CH:14]=[C:13]([O:15][C:16]2[CH:21]=[CH:20][C:19]([F:22])=[C:18]([F:23])[CH:17]=2)[CH:12]=[CH:11][C:10]=1[N+:24]([O-])=O)([CH3:4])([CH3:3])[CH3:2].[Cl-].[NH4+].C(O)C, predict the reaction product. The product is: [C:1]([O:5][C:6](=[O:27])[NH:7][CH2:8][C:9]1[CH:14]=[C:13]([O:15][C:16]2[CH:21]=[CH:20][C:19]([F:22])=[C:18]([F:23])[CH:17]=2)[CH:12]=[CH:11][C:10]=1[NH2:24])([CH3:4])([CH3:2])[CH3:3]. (3) Given the reactants [CH:1]1([CH2:4][N:5]([CH2:30][CH2:31][CH3:32])[C:6]2[N:11]=[CH:10][N:9]=[C:8]([C:12]([NH:14][C:15]3[CH:16]=[C:17]4[C:21](=[CH:22][CH:23]=3)[N:20]([CH2:24][C:25]([O:27]CC)=[O:26])[N:19]=[CH:18]4)=[O:13])[CH:7]=2)[CH2:3][CH2:2]1.[OH-].[Na+].O.Cl, predict the reaction product. The product is: [CH:1]1([CH2:4][N:5]([CH2:30][CH2:31][CH3:32])[C:6]2[N:11]=[CH:10][N:9]=[C:8]([C:12]([NH:14][C:15]3[CH:16]=[C:17]4[C:21](=[CH:22][CH:23]=3)[N:20]([CH2:24][C:25]([OH:27])=[O:26])[N:19]=[CH:18]4)=[O:13])[CH:7]=2)[CH2:3][CH2:2]1. (4) Given the reactants Cl.[Cl:2][C:3]1[CH:8]=[CH:7][C:6]([C:9]2[CH:41]=[CH:40][C:39]([N:42]3[CH2:46][CH2:45][CH2:44][C:43]3=[O:47])=[CH:38][C:10]=2[CH2:11][O:12][C:13]2[CH:18]=[CH:17][C:16]([C:19]3[N:23]([CH:24]4[CH2:29][CH2:28][CH2:27][CH2:26][CH2:25]4)[C:22]4[CH:30]=[CH:31][C:32]([C:34]([OH:36])=[O:35])=[CH:33][C:21]=4[N:20]=3)=[C:15]([F:37])[CH:14]=2)=[CH:5][CH:4]=1, predict the reaction product. The product is: [ClH:2].[Cl:2][C:3]1[CH:8]=[CH:7][C:6]([C:9]2[CH:41]=[CH:40][C:39]([N:42]3[CH2:46][CH2:45][CH2:44][C:43]3=[O:47])=[CH:38][C:10]=2[CH2:11][O:12][C:13]2[CH:18]=[CH:17][C:16]([C:19]3[N:23]([CH:24]4[CH2:29][CH2:28][CH2:27][CH2:26][CH2:25]4)[C:22]4[CH:30]=[CH:31][C:32]([C:34]([OH:36])=[O:35])=[CH:33][C:21]=4[N:20]=3)=[C:15]([F:37])[CH:14]=2)=[CH:5][CH:4]=1. (5) Given the reactants [N:1]([C:4]1[CH:14]=[CH:13][C:7]([C:8]([O:10][CH2:11][CH3:12])=[O:9])=[CH:6][CH:5]=1)=[C:2]=[O:3].[Cl:15][C:16]1[CH:22]=[CH:21][C:19]([NH2:20])=[CH:18][C:17]=1[C:23]([F:26])([F:25])[F:24], predict the reaction product. The product is: [Cl:15][C:16]1[CH:22]=[CH:21][C:19]([NH:20][C:2]([NH:1][C:4]2[CH:14]=[CH:13][C:7]([C:8]([O:10][CH2:11][CH3:12])=[O:9])=[CH:6][CH:5]=2)=[O:3])=[CH:18][C:17]=1[C:23]([F:24])([F:25])[F:26]. (6) Given the reactants [CH3:1][S:2]([CH2:5][CH:6]1[CH2:11][CH2:10][CH:9]([C:12]([OH:14])=O)[CH2:8][CH2:7]1)(=[O:4])=[O:3].[NH2:15][C@@H:16]([CH2:30][C:31]1[CH:36]=[C:35]([F:37])[CH:34]=[C:33]([F:38])[CH:32]=1)[C@H:17]([OH:29])[CH2:18][NH:19][CH2:20][C:21]1[CH:26]=[CH:25][CH:24]=[C:23]([CH2:27][CH3:28])[CH:22]=1.CN(C(ON1N=NC2C=CC=NC1=2)=[N+](C)C)C.F[P-](F)(F)(F)(F)F.C(N(CC)C(C)C)(C)C, predict the reaction product. The product is: [F:37][C:35]1[CH:36]=[C:31]([CH:32]=[C:33]([F:38])[CH:34]=1)[CH2:30][C@H:16]([NH:15][C:12]([CH:9]1[CH2:8][CH2:7][CH:6]([CH2:5][S:2]([CH3:1])(=[O:3])=[O:4])[CH2:11][CH2:10]1)=[O:14])[C@H:17]([OH:29])[CH2:18][NH:19][CH2:20][C:21]1[CH:26]=[CH:25][CH:24]=[C:23]([CH2:27][CH3:28])[CH:22]=1. (7) Given the reactants Br[C:2]1[CH:7]=[CH:6][C:5]([CH:8]2[CH2:12][CH2:11][CH2:10][N:9]2[CH3:13])=[CH:4][C:3]=1[CH3:14].[CH:15]([C:17]1[CH:22]=[CH:21][C:20](B(O)O)=[CH:19][CH:18]=1)=[O:16].C(=O)([O-])[O-].[Na+].[Na+], predict the reaction product. The product is: [CH3:14][C:3]1[CH:4]=[C:5]([CH:8]2[CH2:12][CH2:11][CH2:10][N:9]2[CH3:13])[CH:6]=[CH:7][C:2]=1[C:20]1[CH:21]=[CH:22][C:17]([CH:15]=[O:16])=[CH:18][CH:19]=1. (8) Given the reactants [ClH:1].[NH2:2][CH2:3][CH:4]([C:6]1[CH:11]=[CH:10][CH:9]=[CH:8][CH:7]=1)[OH:5].[OH-].[Na+].N(C(OC(C)(C)C)=O)[C@H](C(O)=O)CC1C=CC(O)=CC=1, predict the reaction product. The product is: [NH2:2][CH2:3][C@@H:4]([C:6]1[CH:11]=[CH:10][CH:9]=[C:8]([Cl:1])[CH:7]=1)[OH:5].